From a dataset of Peptide-MHC class I binding affinity with 185,985 pairs from IEDB/IMGT. Regression. Given a peptide amino acid sequence and an MHC pseudo amino acid sequence, predict their binding affinity value. This is MHC class I binding data. (1) The peptide sequence is ATVKGMQSY. The binding affinity (normalized) is 0.213. The MHC is HLA-A23:01 with pseudo-sequence HLA-A23:01. (2) The peptide sequence is GQIHLAIMAV. The MHC is HLA-A02:06 with pseudo-sequence HLA-A02:06. The binding affinity (normalized) is 0.973.